This data is from NCI-60 drug combinations with 297,098 pairs across 59 cell lines. The task is: Regression. Given two drug SMILES strings and cell line genomic features, predict the synergy score measuring deviation from expected non-interaction effect. (1) Drug 1: CC1C(C(CC(O1)OC2CC(OC(C2O)C)OC3=CC4=CC5=C(C(=O)C(C(C5)C(C(=O)C(C(C)O)O)OC)OC6CC(C(C(O6)C)O)OC7CC(C(C(O7)C)O)OC8CC(C(C(O8)C)O)(C)O)C(=C4C(=C3C)O)O)O)O. Drug 2: CNC(=O)C1=NC=CC(=C1)OC2=CC=C(C=C2)NC(=O)NC3=CC(=C(C=C3)Cl)C(F)(F)F. Cell line: RPMI-8226. Synergy scores: CSS=39.6, Synergy_ZIP=-0.913, Synergy_Bliss=-0.733, Synergy_Loewe=-31.0, Synergy_HSA=-0.232. (2) Drug 1: CC1=C2C(C(=O)C3(C(CC4C(C3C(C(C2(C)C)(CC1OC(=O)C(C(C5=CC=CC=C5)NC(=O)OC(C)(C)C)O)O)OC(=O)C6=CC=CC=C6)(CO4)OC(=O)C)OC)C)OC. Drug 2: C(=O)(N)NO. Cell line: NCI-H226. Synergy scores: CSS=31.2, Synergy_ZIP=0.508, Synergy_Bliss=0.754, Synergy_Loewe=0.0410, Synergy_HSA=2.40. (3) Drug 1: CC1C(C(CC(O1)OC2CC(CC3=C2C(=C4C(=C3O)C(=O)C5=C(C4=O)C(=CC=C5)OC)O)(C(=O)CO)O)N)O.Cl. Drug 2: C(CN)CNCCSP(=O)(O)O. Cell line: A498. Synergy scores: CSS=6.79, Synergy_ZIP=-4.62, Synergy_Bliss=-6.27, Synergy_Loewe=-14.6, Synergy_HSA=-4.93.